From a dataset of Reaction yield outcomes from USPTO patents with 853,638 reactions. Predict the reaction yield, written as a fraction of the theoretical maximum amount of product (1.0 means a 100% yield; for example, 0.34 means a 34% yield). (1) The reactants are [C:1]([O:5][C:6]([N:8]1[C:16]2[CH:15]=[C:14](Cl)[N:13]=[CH:12][C:11]=2[CH:10]=[C:9]1[C:18]1[CH:19]=[N:20][N:21]([C:23]([O:25][C:26]([CH3:29])([CH3:28])[CH3:27])=[O:24])[CH:22]=1)=[O:7])([CH3:4])([CH3:3])[CH3:2].[CH3:30][O:31][CH2:32][CH2:33][O:34][C:35]1[CH:41]=[CH:40][C:38]([NH2:39])=[CH:37][CH:36]=1.C(OC(N1C=C(C2N(C(OC(C)(C)C)=O)C3C=C(NC4C=CC(C(=O)N(C)C)=CC=4)N=CC=3C=2)C=N1)=O)(C)(C)C. No catalyst specified. The product is [C:26]([O:25][C:23]([N:21]1[CH:22]=[C:18]([C:9]2[N:8]([C:6]([O:5][C:1]([CH3:4])([CH3:3])[CH3:2])=[O:7])[C:16]3[CH:15]=[C:14]([NH:39][C:38]4[CH:37]=[CH:36][C:35]([O:34][CH2:33][CH2:32][O:31][CH3:30])=[CH:41][CH:40]=4)[N:13]=[CH:12][C:11]=3[CH:10]=2)[CH:19]=[N:20]1)=[O:24])([CH3:29])([CH3:28])[CH3:27]. The yield is 0.270. (2) The reactants are [Cl:1][C:2]1[CH:3]=[C:4]([S:8]([C:11]2[C:19]3[C:14](=[N:15][CH:16]=[CH:17][CH:18]=3)[N:13]([CH2:20][CH2:21][N:22](C)[CH3:23])[CH:12]=2)(=[O:10])=[O:9])[CH:5]=[CH:6][CH:7]=1.ClC(OC(Cl)C)=O. The catalyst is ClCCCl. The product is [ClH:1].[Cl:1][C:2]1[CH:3]=[C:4]([S:8]([C:11]2[C:19]3[C:14](=[N:15][CH:16]=[CH:17][CH:18]=3)[N:13]([CH2:20][CH2:21][NH:22][CH3:23])[CH:12]=2)(=[O:10])=[O:9])[CH:5]=[CH:6][CH:7]=1. The yield is 0.600.